From a dataset of Full USPTO retrosynthesis dataset with 1.9M reactions from patents (1976-2016). Predict the reactants needed to synthesize the given product. (1) Given the product [Cl:12][C:7]1[CH:6]=[C:5]2[C:10]([CH:11]=[C:2]([C:18]3[C:19]([CH3:21])=[CH:20][C:14]([F:13])=[C:15]([CH:17]=3)[NH2:16])[CH:3]=[N:4]2)=[CH:9][N:8]=1, predict the reactants needed to synthesize it. The reactants are: Br[C:2]1[CH:3]=[N:4][C:5]2[C:10]([CH:11]=1)=[CH:9][N:8]=[C:7]([Cl:12])[CH:6]=2.[F:13][C:14]1[CH:20]=[C:19]([CH3:21])[C:18](B2OC(C)(C)C(C)(C)O2)=[CH:17][C:15]=1[NH2:16].C([O-])([O-])=O.[K+].[K+]. (2) The reactants are: [Cl:1][C:2]1[CH:18]=[CH:17][C:5]([O:6][C:7]2[C:12]([F:13])=[CH:11][C:10]([CH2:14][OH:15])=[CH:9][C:8]=2[F:16])=[CH:4][C:3]=1[F:19].Cl[C:21]1[CH:31]=[C:25]2[N:26]([CH3:30])[CH2:27][CH2:28][CH2:29][N:24]2[C:23](=[O:32])[N:22]=1. Given the product [Cl:1][C:2]1[CH:18]=[CH:17][C:5]([O:6][C:7]2[C:12]([F:13])=[CH:11][C:10]([CH2:14][O:15][C:21]3[CH:31]=[C:25]4[N:26]([CH3:30])[CH2:27][CH2:28][CH2:29][N:24]4[C:23](=[O:32])[N:22]=3)=[CH:9][C:8]=2[F:16])=[CH:4][C:3]=1[F:19], predict the reactants needed to synthesize it. (3) The reactants are: [C:1]([C:5]1[CH:9]=[C:8]([NH2:10])[NH:7][N:6]=1)([CH3:4])([CH3:3])[CH3:2].I[C:12]1[CH:13]=[CH:14][C:15]([O:20][Si:21]([CH:28]([CH3:30])[CH3:29])([CH:25]([CH3:27])[CH3:26])[CH:22]([CH3:24])[CH3:23])=[C:16]([CH2:18][OH:19])[CH:17]=1.C(=O)([O-])[O-].[K+].[K+].CN[C@H]1CCCC[C@@H]1NC. Given the product [NH2:10][C:8]1[N:7]([C:12]2[CH:13]=[CH:14][C:15]([O:20][Si:21]([CH:25]([CH3:27])[CH3:26])([CH:28]([CH3:30])[CH3:29])[CH:22]([CH3:23])[CH3:24])=[C:16]([CH2:18][OH:19])[CH:17]=2)[N:6]=[C:5]([C:1]([CH3:4])([CH3:3])[CH3:2])[CH:9]=1, predict the reactants needed to synthesize it.